From a dataset of Forward reaction prediction with 1.9M reactions from USPTO patents (1976-2016). Predict the product of the given reaction. (1) The product is: [C:1]1([S:7]([N:10]2[C:14]3=[N:15][CH:16]=[C:17]([NH:33][C:34](=[O:35])[C:36]([F:39])([F:38])[F:37])[C:18]([NH:19][CH:20]4[CH2:25][CH2:24][N:23]([CH2:26][C:27]5[CH:32]=[CH:31][CH:30]=[CH:29][CH:28]=5)[CH2:22][CH2:21]4)=[C:13]3[CH:12]=[CH:11]2)(=[O:8])=[O:9])[CH:2]=[CH:3][CH:4]=[CH:5][CH:6]=1. Given the reactants [C:1]1([S:7]([N:10]2[C:14]3=[N:15][CH:16]=[C:17]([NH2:33])[C:18]([NH:19][CH:20]4[CH2:25][CH2:24][N:23]([CH2:26][C:27]5[CH:32]=[CH:31][CH:30]=[CH:29][CH:28]=5)[CH2:22][CH2:21]4)=[C:13]3[CH:12]=[CH:11]2)(=[O:9])=[O:8])[CH:6]=[CH:5][CH:4]=[CH:3][CH:2]=1.[C:34](O)([C:36]([F:39])([F:38])[F:37])=[O:35], predict the reaction product. (2) Given the reactants [N:1]1([CH2:7][C@@H:8]([OH:11])[CH2:9][OH:10])[CH2:6][CH2:5][O:4][CH2:3][CH2:2]1.[S:12](Cl)([Cl:14])=[O:13], predict the reaction product. The product is: [ClH:14].[O:13]=[S:12]1[O:11][C@H:8]([CH2:7][N:1]2[CH2:6][CH2:5][O:4][CH2:3][CH2:2]2)[CH2:9][O:10]1. (3) Given the reactants [CH3:1][C:2]1[CH:7]=[CH:6][CH:5]=[C:4]([CH2:8][C:9]#[C:10][CH:11]2[CH2:16][CH2:15][NH:14][CH2:13][CH2:12]2)[N:3]=1.Cl[C:18]1[C:23]([N+:24]([O-:26])=[O:25])=[CH:22][CH:21]=[C:20]([CH3:27])[N:19]=1, predict the reaction product. The product is: [CH3:27][C:20]1[N:19]=[C:18]([N:14]2[CH2:13][CH2:12][CH:11]([CH2:10][C:9]#[C:8][C:4]3[CH:5]=[CH:6][CH:7]=[C:2]([CH3:1])[N:3]=3)[CH2:16][CH2:15]2)[C:23]([N+:24]([O-:26])=[O:25])=[CH:22][CH:21]=1. (4) Given the reactants [F:1][C:2]1[CH:3]=[C:4]2[C:8](=[CH:9][CH:10]=1)[NH:7][C:6](=[O:11])[CH2:5]2.[CH3:12][C:13]1[N:18]=[C:17]2[CH2:19][O:20][C:21](=O)[C:16]2=[CH:15][CH:14]=1.Cl, predict the reaction product. The product is: [F:1][C:2]1[CH:3]=[C:4]2[C:8](=[CH:9][CH:10]=1)[NH:7][C:6](=[O:11])[C:5]2=[C:21]1[C:16]2[C:17](=[N:18][C:13]([CH3:12])=[CH:14][CH:15]=2)[CH2:19][O:20]1. (5) Given the reactants [CH2:1]([O:3][C:4](=[O:28])[CH:5]([C:16]1[N:17]([C:21]2[C:26]([F:27])=[CH:25][CH:24]=[CH:23][N:22]=2)[N:18]=[CH:19][CH:20]=1)[C:6]1[C:11]([CH2:12][CH2:13][CH3:14])=[C:10](I)[N:9]=[CH:8][N:7]=1)[CH3:2].[NH2:29][NH2:30], predict the reaction product. The product is: [CH2:1]([O:3][C:4](=[O:28])[CH:5]([C:16]1[N:17]([C:21]2[C:26]([F:27])=[CH:25][CH:24]=[CH:23][N:22]=2)[N:18]=[CH:19][CH:20]=1)[C:6]1[C:11]([CH2:12][CH2:13][CH3:14])=[C:10]([NH:29][NH2:30])[N:9]=[CH:8][N:7]=1)[CH3:2]. (6) Given the reactants [Si:1]([O:8][CH:9]([C:11]1[O:15][N:14]=[C:13]([C:16](OCC)=[O:17])[CH:12]=1)[CH3:10])([C:4]([CH3:7])([CH3:6])[CH3:5])([CH3:3])[CH3:2].[BH4-].[Na+].O, predict the reaction product. The product is: [Si:1]([O:8][CH:9]([C:11]1[O:15][N:14]=[C:13]([CH2:16][OH:17])[CH:12]=1)[CH3:10])([C:4]([CH3:5])([CH3:6])[CH3:7])([CH3:2])[CH3:3].